Dataset: NCI-60 drug combinations with 297,098 pairs across 59 cell lines. Task: Regression. Given two drug SMILES strings and cell line genomic features, predict the synergy score measuring deviation from expected non-interaction effect. (1) Drug 1: CC1CCC2CC(C(=CC=CC=CC(CC(C(=O)C(C(C(=CC(C(=O)CC(OC(=O)C3CCCCN3C(=O)C(=O)C1(O2)O)C(C)CC4CCC(C(C4)OC)OCCO)C)C)O)OC)C)C)C)OC. Drug 2: CC12CCC3C(C1CCC2O)C(CC4=C3C=CC(=C4)O)CCCCCCCCCS(=O)CCCC(C(F)(F)F)(F)F. Cell line: TK-10. Synergy scores: CSS=13.0, Synergy_ZIP=13.3, Synergy_Bliss=18.1, Synergy_Loewe=13.3, Synergy_HSA=11.6. (2) Drug 1: CC1=C(N=C(N=C1N)C(CC(=O)N)NCC(C(=O)N)N)C(=O)NC(C(C2=CN=CN2)OC3C(C(C(C(O3)CO)O)O)OC4C(C(C(C(O4)CO)O)OC(=O)N)O)C(=O)NC(C)C(C(C)C(=O)NC(C(C)O)C(=O)NCCC5=NC(=CS5)C6=NC(=CS6)C(=O)NCCC[S+](C)C)O. Drug 2: C1CCC(C(C1)N)N.C(=O)(C(=O)[O-])[O-].[Pt+4]. Cell line: UACC-257. Synergy scores: CSS=15.4, Synergy_ZIP=-1.30, Synergy_Bliss=2.96, Synergy_Loewe=5.22, Synergy_HSA=4.18. (3) Cell line: K-562. Drug 2: CCN(CC)CCNC(=O)C1=C(NC(=C1C)C=C2C3=C(C=CC(=C3)F)NC2=O)C. Synergy scores: CSS=-1.26, Synergy_ZIP=-1.48, Synergy_Bliss=-1.19, Synergy_Loewe=-4.29, Synergy_HSA=-2.84. Drug 1: CS(=O)(=O)CCNCC1=CC=C(O1)C2=CC3=C(C=C2)N=CN=C3NC4=CC(=C(C=C4)OCC5=CC(=CC=C5)F)Cl. (4) Drug 1: CNC(=O)C1=NC=CC(=C1)OC2=CC=C(C=C2)NC(=O)NC3=CC(=C(C=C3)Cl)C(F)(F)F. Drug 2: C1CN(P(=O)(OC1)NCCCl)CCCl. Cell line: NCI-H322M. Synergy scores: CSS=11.4, Synergy_ZIP=-3.72, Synergy_Bliss=1.46, Synergy_Loewe=0.133, Synergy_HSA=2.07.